Task: Predict the product of the given reaction.. Dataset: Forward reaction prediction with 1.9M reactions from USPTO patents (1976-2016) (1) Given the reactants [C:1]([C:5]1[CH:10]=[CH:9][CH:8]=[CH:7][C:6]=1[S:11][CH2:12][C:13](Cl)=C)([CH3:4])([CH3:3])[CH3:2].[C:16]1(N(CC)CC)C=CC=CC=1, predict the reaction product. The product is: [C:1]([C:5]1[C:6]2[S:11][C:12]([CH3:13])=[CH:16][C:7]=2[CH:8]=[CH:9][CH:10]=1)([CH3:2])([CH3:3])[CH3:4]. (2) Given the reactants [CH2:1]([N:5]([CH2:10][CH2:11][CH2:12][CH3:13])[CH2:6][CH2:7][CH2:8][CH3:9])[CH2:2][CH2:3][CH3:4].[C:14]([O-:18])(=[O:17])[CH:15]=[CH2:16], predict the reaction product. The product is: [C:14]([O-:18])(=[O:17])[CH:15]=[CH2:16].[CH2:10]([N:5]([CH2:1][CH2:2][CH2:3][CH3:4])[CH2:6][CH2:7][CH2:8][CH3:9])[CH2:11][CH2:12][CH3:13]. (3) Given the reactants [OH:1][CH2:2][C:3]1([CH3:31])[S:9][CH2:8][CH2:7][N:6]2[C:10]([C:13]3([C:16]4[CH:21]=[CH:20][C:19]([C:22]5[CH:30]=[CH:29][C:25]([C:26](O)=[O:27])=[CH:24][N:23]=5)=[CH:18][CH:17]=4)[CH2:15][CH2:14]3)=[N:11][N:12]=[C:5]2[CH2:4]1.[NH:32]1[CH2:37][CH2:36][CH2:35][CH2:34][CH2:33]1.Cl.C(N=C=NCCCN(C)C)C.C(=O)([O-])O.[Na+], predict the reaction product. The product is: [CH3:31][C:3]1([CH2:2][OH:1])[S:9][CH2:8][CH2:7][N:6]2[C:10]([C:13]3([C:16]4[CH:21]=[CH:20][C:19]([C:22]5[CH:30]=[CH:29][C:25]([C:26]([N:32]6[CH2:37][CH2:36][CH2:35][CH2:34][CH2:33]6)=[O:27])=[CH:24][N:23]=5)=[CH:18][CH:17]=4)[CH2:14][CH2:15]3)=[N:11][N:12]=[C:5]2[CH2:4]1.